Dataset: Catalyst prediction with 721,799 reactions and 888 catalyst types from USPTO. Task: Predict which catalyst facilitates the given reaction. Product: [CH2:22]([O:33][C:7]1([C:16]2[CH:21]=[CH:20][CH:19]=[CH:18][C:17]=2[CH2:22][C:24]2[CH:25]=[CH:26][C:27]([CH:30]3[CH2:31][CH2:32]3)=[CH:28][CH:29]=2)[CH:6]=[CH:29][CH:24]=[CH:25][CH2:26]1)[C:17]1[CH:16]=[CH:21][CH:20]=[CH:19][CH:18]=1. The catalyst class is: 10. Reactant: C([SiH]([CH2:6][CH3:7])CC)C.C(O[C:16]1[CH:21]=[CH:20][CH:19]=[CH:18][C:17]=1[CH:22]([C:24]1[CH:29]=[CH:28][C:27]([CH:30]2[CH2:32][CH2:31]2)=[CH:26][CH:25]=1)O)C1C=CC=CC=1.[OH2:33].